From a dataset of Forward reaction prediction with 1.9M reactions from USPTO patents (1976-2016). Predict the product of the given reaction. (1) Given the reactants Br[C:2]1[N:3]=[C:4]([C:7]2[CH:12]=[CH:11][CH:10]=[C:9]([O:13][CH3:14])[CH:8]=2)[S:5][CH:6]=1.[CH3:15][O:16][C:17]1[CH:22]=[CH:21][C:20](B(O)O)=[CH:19][CH:18]=1, predict the reaction product. The product is: [CH3:15][O:16][C:17]1[CH:22]=[CH:21][C:20]([C:2]2[N:3]=[C:4]([C:7]3[CH:12]=[CH:11][CH:10]=[C:9]([O:13][CH3:14])[CH:8]=3)[S:5][CH:6]=2)=[CH:19][CH:18]=1. (2) Given the reactants [C:1]([O-:4])(=[O:3])[CH3:2].[K+].Br[CH2:7][CH2:8][CH2:9][CH2:10][O:11][C:12]1[C:13]([O:32][CH3:33])=[CH:14][CH:15]=[C:16]2[C:21]=1[O:20][C:19](=[O:22])[CH:18]=[C:17]2[NH:23][C:24]1[C:29]([Cl:30])=[CH:28][N:27]=[CH:26][C:25]=1[Cl:31], predict the reaction product. The product is: [C:1]([O:4][CH2:7][CH2:8][CH2:9][CH2:10][O:11][C:12]1[C:13]([O:32][CH3:33])=[CH:14][CH:15]=[C:16]2[C:21]=1[O:20][C:19](=[O:22])[CH:18]=[C:17]2[NH:23][C:24]1[C:25]([Cl:31])=[CH:26][N:27]=[CH:28][C:29]=1[Cl:30])(=[O:3])[CH3:2].